Dataset: Forward reaction prediction with 1.9M reactions from USPTO patents (1976-2016). Task: Predict the product of the given reaction. (1) Given the reactants [CH3:1][O:2][C:3]1[C:8]2[O:9][CH2:10][CH2:11][O:12][C:7]=2[CH:6]=[C:5]([CH:13]=O)[CH:4]=1.[ClH:15].C([O-])([O-])=O.[K+].[K+].CO.C(O[CH:27](OCC)[CH2:28][NH:29][CH2:30][C:31]1[CH:36]=[CH:35][CH:34]=[C:33]([O:37][CH2:38][CH3:39])[C:32]=1[OH:40])C, predict the reaction product. The product is: [ClH:15].[CH2:38]([O:37][C:33]1[C:32]([OH:40])=[C:31]2[C:36]([C:27]([CH2:13][C:5]3[CH:4]=[C:3]([O:2][CH3:1])[C:8]4[O:9][CH2:10][CH2:11][O:12][C:7]=4[CH:6]=3)=[CH:28][N:29]=[CH:30]2)=[CH:35][CH:34]=1)[CH3:39]. (2) Given the reactants CC[C@@]1(O)CN2C[C@@H](C[C@](C(OC)=O)(C3C=C4[C@]56[C@@H]7[C@](CC)([C@@H](O)[C@](O)(C(N)=O)[C@@H]5N(C)C4=CC=3OC)C=CCN7CC6)C3NC4C=CC=CC=4C=3CC2)C1.[CH3:56][C:57]1[CH2:62][CH2:61][CH2:60][C:59]([CH3:64])([CH3:63])[C:58]=1/[CH:65]=[CH:66]/[C:67](/[CH3:77])=[CH:68]/[CH:69]=[CH:70]/[C:71](/[CH3:76])=[CH:72]\[C:73]([OH:75])=[O:74], predict the reaction product. The product is: [CH3:56][C:57]1[CH2:62][CH2:61][CH2:60][C:59]([CH3:63])([CH3:64])[C:58]=1/[CH:65]=[CH:66]/[C:67](/[CH3:77])=[CH:68]/[CH:69]=[CH:70]/[C:71](/[CH3:76])=[CH:72]/[C:73]([OH:75])=[O:74]. (3) Given the reactants [CH:1]([C:3]1[S:7][C:6]([NH2:8])=[N:5][CH:4]=1)=[O:2].[C:9]([O:13][C:14]([N:16]1[CH2:21][CH2:20][CH:19]([NH:22][CH:23]2[CH2:28][CH2:27][CH:26]([CH3:29])[CH2:25][CH2:24]2)[CH2:18][CH2:17]1)=[O:15])([CH3:12])([CH3:11])[CH3:10].C1N=CN([C:35](N2C=NC=C2)=[O:36])C=1, predict the reaction product. The product is: [C:9]([O:13][C:14]([N:16]1[CH2:21][CH2:20][CH:19]([N:22]([CH:23]2[CH2:28][CH2:27][CH:26]([CH3:29])[CH2:25][CH2:24]2)[C:35]([NH:8][C:6]2[S:7][C:3]([CH:1]=[O:2])=[CH:4][N:5]=2)=[O:36])[CH2:18][CH2:17]1)=[O:15])([CH3:12])([CH3:10])[CH3:11]. (4) Given the reactants C(N(CC)CC)C.[CH3:8][N:9]1[C:13]([CH3:14])=[C:12]([S:15](Cl)(=[O:17])=[O:16])[C:11]([CH3:19])=[N:10]1.[F:20][C:21]1[CH:22]=[CH:23][C:24]([O:36][CH3:37])=[C:25]([C:27]2[CH:32]=[CH:31][C:30]([C@H:33]([NH2:35])[CH3:34])=[CH:29][CH:28]=2)[CH:26]=1, predict the reaction product. The product is: [F:20][C:21]1[CH:22]=[CH:23][C:24]([O:36][CH3:37])=[C:25]([C:27]2[CH:32]=[CH:31][C:30]([C@H:33]([NH:35][S:15]([C:12]3[C:11]([CH3:19])=[N:10][N:9]([CH3:8])[C:13]=3[CH3:14])(=[O:17])=[O:16])[CH3:34])=[CH:29][CH:28]=2)[CH:26]=1. (5) The product is: [CH3:37][N:7]([CH3:6])[CH:8]1[CH2:9][N:10]([C:12]2[CH:17]=[C:16]([O:18][CH3:19])[C:15]([NH:20][C:21]3[N:26]=[C:25]([C:27]4[CH:28]=[N:29][N:30]5[CH2:35][CH2:34][CH2:33][CH2:32][C:31]=45)[CH:24]=[CH:23][N:22]=3)=[CH:14][C:13]=2[NH:36][C:1](=[O:4])[CH:2]=[CH2:3])[CH2:11]1. Given the reactants [C:1](Cl)(=[O:4])[CH:2]=[CH2:3].[CH3:6][N:7]([CH3:37])[CH:8]1[CH2:11][N:10]([C:12]2[CH:17]=[C:16]([O:18][CH3:19])[C:15]([NH:20][C:21]3[N:26]=[C:25]([C:27]4[CH:28]=[N:29][N:30]5[CH2:35][CH2:34][CH2:33][CH2:32][C:31]=45)[CH:24]=[CH:23][N:22]=3)=[CH:14][C:13]=2[NH2:36])[CH2:9]1, predict the reaction product. (6) Given the reactants Cl.[CH:2]([C@H:15]1[C@@H:20]([O:21][CH2:22][C:23]2[CH:28]=[CH:27][C:26]([C:29]([F:32])([F:31])[F:30])=[CH:25][CH:24]=2)[CH2:19][CH2:18][NH:17][CH2:16]1)([C:9]1[CH:14]=[CH:13][CH:12]=[CH:11][CH:10]=1)[C:3]1[CH:8]=[CH:7][CH:6]=[CH:5][CH:4]=1.[CH3:33][S:34](Cl)(=[O:36])=[O:35], predict the reaction product. The product is: [CH:2]([C@H:15]1[C@@H:20]([O:21][CH2:22][C:23]2[CH:24]=[CH:25][C:26]([C:29]([F:32])([F:30])[F:31])=[CH:27][CH:28]=2)[CH2:19][CH2:18][N:17]([S:34]([CH3:33])(=[O:36])=[O:35])[CH2:16]1)([C:9]1[CH:10]=[CH:11][CH:12]=[CH:13][CH:14]=1)[C:3]1[CH:4]=[CH:5][CH:6]=[CH:7][CH:8]=1. (7) Given the reactants [C:1]([Mg]Br)#[CH:2].C(O[C:8]1[CH2:13][CH2:12][CH2:11][C:10](=[O:14])[CH:9]=1)C.Cl, predict the reaction product. The product is: [C:1]([C:8]1[CH2:13][CH2:12][CH2:11][C:10](=[O:14])[CH:9]=1)#[CH:2]. (8) Given the reactants [CH3:1][N:2]1[C:6]([NH:7][C:8]([C:10]2[CH:15]=[CH:14][CH:13]=[CH:12][C:11]=2[S:16]C(=O)C2C=CC=CC=2)=[O:9])=[CH:5][C:4]([CH3:25])=[N:3]1.[OH-].[Na+].C([O-])(O)=O.[Na+], predict the reaction product. The product is: [CH3:1][N:2]1[C:6]([NH:7][C:8](=[O:9])[C:10]2[CH:15]=[CH:14][CH:13]=[CH:12][C:11]=2[SH:16])=[CH:5][C:4]([CH3:25])=[N:3]1. (9) Given the reactants C([O:8][C:9]1[C:10]([C:26]2[C:35]3[C:30]4=[C:31]([CH2:36][CH2:37][O:38][C:29]4=[CH:28][CH:27]=2)[CH:32]=[CH:33][N:34]=3)=[C:11]([CH:16]([O:21][C:22]([CH3:25])([CH3:24])[CH3:23])[C:17]([O:19][CH3:20])=[O:18])[C:12]([CH3:15])=[CH:13][CH:14]=1)C1C=CC=CC=1.[H][H], predict the reaction product. The product is: [C:22]([O:21][CH:16]([C:11]1[C:12]([CH3:15])=[CH:13][CH:14]=[C:9]([OH:8])[C:10]=1[C:26]1[C:35]2[C:30]3=[C:31]([CH2:36][CH2:37][O:38][C:29]3=[CH:28][CH:27]=1)[CH:32]=[CH:33][N:34]=2)[C:17]([O:19][CH3:20])=[O:18])([CH3:25])([CH3:23])[CH3:24]. (10) Given the reactants [NH2:1][C:2]1[CH:18]=[CH:17][C:16]([Br:19])=[CH:15][C:3]=1[C:4]([NH:6][CH:7]1[CH2:12][CH2:11][C:10](=[O:13])[NH:9][C:8]1=[O:14])=[O:5].[CH:20](OC)(OC)OC.C1(C)C=CC(S(O)(=O)=O)=CC=1.O, predict the reaction product. The product is: [Br:19][C:16]1[CH:15]=[C:3]2[C:2](=[CH:18][CH:17]=1)[N:1]=[CH:20][N:6]([CH:7]1[CH2:12][CH2:11][C:10](=[O:13])[NH:9][C:8]1=[O:14])[C:4]2=[O:5].